From a dataset of Forward reaction prediction with 1.9M reactions from USPTO patents (1976-2016). Predict the product of the given reaction. (1) Given the reactants CC1C=C(C)C=C(C)C=1S([O-])(=O)=O.[NH2:14][N+:15]1[CH:20]=[C:19]([Cl:21])[N:18]=[C:17]([O:22][CH2:23][C:24]2[CH:29]=[CH:28][CH:27]=[CH:26][CH:25]=2)[CH:16]=1.[C:30](#[N:33])[CH:31]=[CH2:32].CCN(C(C)C)C(C)C.C(C1C(=O)C(Cl)=C(Cl)C(=O)C=1C#N)#N, predict the reaction product. The product is: [CH2:23]([O:22][C:17]1[C:16]2[N:15]([N:14]=[CH:32][C:31]=2[C:30]#[N:33])[CH:20]=[C:19]([Cl:21])[N:18]=1)[C:24]1[CH:25]=[CH:26][CH:27]=[CH:28][CH:29]=1. (2) Given the reactants I[C:2]1[N:3]=[CH:4][N:5]([C:7]([C:20]2[CH:25]=[CH:24][CH:23]=[CH:22][CH:21]=2)([C:14]2[CH:19]=[CH:18][CH:17]=[CH:16][CH:15]=2)[C:8]2[CH:13]=[CH:12][CH:11]=[CH:10][CH:9]=2)[CH:6]=1.C([Mg]Br)C.[C:30]1([C:36](=[O:40])[CH2:37][CH2:38][CH3:39])[CH:35]=[CH:34][CH:33]=[CH:32][CH:31]=1.[Cl-].[NH4+], predict the reaction product. The product is: [C:30]1([C:36]([C:2]2[N:3]=[CH:4][N:5]([C:7]([C:20]3[CH:21]=[CH:22][CH:23]=[CH:24][CH:25]=3)([C:8]3[CH:9]=[CH:10][CH:11]=[CH:12][CH:13]=3)[C:14]3[CH:15]=[CH:16][CH:17]=[CH:18][CH:19]=3)[CH:6]=2)([OH:40])[CH2:37][CH2:38][CH3:39])[CH:35]=[CH:34][CH:33]=[CH:32][CH:31]=1. (3) Given the reactants NC1[S:3][C:4]2[CH:10]=[C:9]([O:11][CH3:12])[CH:8]=[CH:7][C:5]=2[N:6]=1.C1(C)C=CC=CC=1.C(O)(=O)C, predict the reaction product. The product is: [NH2:6][C:5]1[CH:7]=[CH:8][C:9]([O:11][CH3:12])=[CH:10][C:4]=1[SH:3]. (4) Given the reactants [ClH:1].[CH2:2]([N:4]([CH2:53][CH3:54])[C:5]([C:7]1[CH:12]=[CH:11][CH:10]=[CH:9][C:8]=1[C:13]1[CH:18]=[CH:17][C:16]([CH2:19][C@H:20]([NH:35][C:36]([C@H:38]2[CH2:43][CH2:42][C@H:41]([CH2:44][NH:45]C(=O)OC(C)(C)C)[CH2:40][CH2:39]2)=[O:37])[C:21](=[O:34])[NH:22][C:23]2[CH:28]=[CH:27][C:26]([C:29]3[N:30]=[N:31][NH:32][N:33]=3)=[CH:25][CH:24]=2)=[CH:15][CH:14]=1)=[O:6])[CH3:3], predict the reaction product. The product is: [ClH:1].[NH2:45][CH2:44][C@H:41]1[CH2:40][CH2:39][C@H:38]([C:36]([NH:35][C@H:20]([C:21](=[O:34])[NH:22][C:23]2[CH:28]=[CH:27][C:26]([C:29]3[N:30]=[N:31][NH:32][N:33]=3)=[CH:25][CH:24]=2)[CH2:19][C:16]2[CH:15]=[CH:14][C:13]([C:8]3[C:7]([C:5]([N:4]([CH2:53][CH3:54])[CH2:2][CH3:3])=[O:6])=[CH:12][CH:11]=[CH:10][CH:9]=3)=[CH:18][CH:17]=2)=[O:37])[CH2:43][CH2:42]1. (5) Given the reactants [Cl:1][C:2]1(N)[CH:10]=[C:9](I)[C:5]2[O:6][CH2:7][O:8][C:4]=2[CH2:3]1.[CH3:13][N:14]([CH3:21])[C:15]([NH:17][CH2:18][C:19]#[CH:20])=[O:16].C([NH:25]C(C)C)(C)C, predict the reaction product. The product is: [NH2:25][C:3]1[C:4]2[O:8][CH2:7][O:6][C:5]=2[C:9]([C:20]#[C:19][CH2:18][NH:17][C:15](=[O:16])[N:14]([CH3:21])[CH3:13])=[CH:10][C:2]=1[Cl:1]. (6) The product is: [Cl:1][C:2]1[C:3]([CH:14]=[O:15])=[CH:4][N:5]([S:39]([C:35]2[CH:34]=[N:33][CH:38]=[CH:37][CH:36]=2)(=[O:41])=[O:40])[C:6]=1[C:7]1[C:8]([F:13])=[N:9][CH:10]=[CH:11][CH:12]=1. Given the reactants [Cl:1][C:2]1[C:3]([CH:14]=[O:15])=[CH:4][NH:5][C:6]=1[C:7]1[C:8]([F:13])=[N:9][CH:10]=[CH:11][CH:12]=1.[H-].[Na+].C1OCCOCCOCCOCCOC1.[N:33]1[CH:38]=[CH:37][CH:36]=[C:35]([S:39](Cl)(=[O:41])=[O:40])[CH:34]=1, predict the reaction product. (7) Given the reactants [CH:1]1([C:4]2[CH:5]=[C:6]([C:27]([O:29][CH3:30])=[O:28])[C:7]([NH:10][C:11]3[CH:12]=[C:13]4[C:17](=[CH:18][CH:19]=3)[N:16](C(OC(C)(C)C)=O)[CH:15]=[CH:14]4)=[N:8][CH:9]=2)[CH2:3][CH2:2]1, predict the reaction product. The product is: [NH:16]1[C:17]2[C:13](=[CH:12][C:11]([NH:10][C:7]3[N:8]=[CH:9][C:4]([CH:1]4[CH2:3][CH2:2]4)=[CH:5][C:6]=3[C:27]([O:29][CH3:30])=[O:28])=[CH:19][CH:18]=2)[CH:14]=[CH:15]1. (8) Given the reactants [Cl:1][C:2]1[C:3]([O:12][C:13]2[CH:18]=[C:17]([O:19][CH2:20][CH2:21][O:22][CH3:23])[CH:16]=[CH:15][C:14]=2[CH2:24][CH2:25][CH2:26][OH:27])=[N:4][CH:5]=[C:6]([C:8]([F:11])([F:10])[F:9])[CH:7]=1.Cl[S:29]([N:32]=[C:33]=[O:34])(=[O:31])=[O:30].[CH:35]([O:38][CH2:39][CH2:40][NH2:41])([CH3:37])[CH3:36].Cl, predict the reaction product. The product is: [CH:35]([O:38][CH2:39][CH2:40][NH:41][S:29]([NH:32][C:33](=[O:34])[O:27][CH2:26][CH2:25][CH2:24][C:14]1[CH:15]=[CH:16][C:17]([O:19][CH2:20][CH2:21][O:22][CH3:23])=[CH:18][C:13]=1[O:12][C:3]1[C:2]([Cl:1])=[CH:7][C:6]([C:8]([F:9])([F:11])[F:10])=[CH:5][N:4]=1)(=[O:31])=[O:30])([CH3:37])[CH3:36]. (9) Given the reactants [CH2:1]([NH:8][C:9]([C@H:11]1[CH2:20][C:19]23[CH2:21][CH2:22][C@:12]1([OH:36])[CH:13]1[O:30][C:28]4=[C:29]5[C@@:14]12[CH2:15][CH2:16][N:17]([CH2:32][CH:33]1[CH2:35][CH2:34]1)[C@@H:18]3[CH2:23][C:24]5=[CH:25][CH:26]=[C:27]4[OH:31])=[O:10])[C:2]1[CH:7]=[CH:6][CH:5]=[CH:4][CH:3]=1.Cl[C:38]1[N:42]([C:43]2[CH:48]=[CH:47][CH:46]=[CH:45][CH:44]=2)[N:41]=[N:40][N:39]=1.C(=O)([O-])[O-].[K+].[K+], predict the reaction product. The product is: [CH2:1]([NH:8][C:9]([C@H:11]1[CH2:20][C:19]23[CH2:21][CH2:22][C@:12]1([OH:36])[CH:13]1[O:30][C:28]4=[C:29]5[C@@:14]12[CH2:15][CH2:16][N:17]([CH2:32][CH:33]1[CH2:34][CH2:35]1)[C@@H:18]3[CH2:23][C:24]5=[CH:25][CH:26]=[C:27]4[O:31][C:38]1[N:42]([C:43]2[CH:48]=[CH:47][CH:46]=[CH:45][CH:44]=2)[N:41]=[N:40][N:39]=1)=[O:10])[C:2]1[CH:7]=[CH:6][CH:5]=[CH:4][CH:3]=1. (10) Given the reactants Cl[C:2]1[CH:7]=[CH:6][C:5]([N+:8]([O-:10])=[O:9])=[CH:4][N:3]=1.[NH:11]1[CH2:16][CH2:15][O:14][CH2:13][CH2:12]1.C(N(CC)CC)C.O, predict the reaction product. The product is: [N+:8]([C:5]1[CH:6]=[CH:7][C:2]([N:11]2[CH2:16][CH2:15][O:14][CH2:13][CH2:12]2)=[N:3][CH:4]=1)([O-:10])=[O:9].